From a dataset of Full USPTO retrosynthesis dataset with 1.9M reactions from patents (1976-2016). Predict the reactants needed to synthesize the given product. (1) Given the product [CH3:23][C:20]1[CH:19]=[CH:18][C:17]([C:16]([NH:15][CH2:14][C:13]2[C:12]3[C:7](=[CH:8][CH:9]=[CH:10][CH:11]=3)[N:6]([CH2:26][C:27]3[C:36]4[C:31](=[CH:32][CH:33]=[CH:34][CH:35]=4)[CH:30]=[CH:29][CH:28]=3)[C:5]=2[C:3]([OH:2])=[O:4])=[O:24])=[CH:22][CH:21]=1, predict the reactants needed to synthesize it. The reactants are: C[O:2][C:3]([C:5]1[NH:6][C:7]2[C:12]([C:13]=1[CH2:14][NH:15][C:16](=[O:24])[C:17]1[CH:22]=[CH:21][C:20]([CH3:23])=[CH:19][CH:18]=1)=[CH:11][CH:10]=[CH:9][CH:8]=2)=[O:4].Br[CH2:26][C:27]1[C:36]2[C:31](=[CH:32][CH:33]=[CH:34][CH:35]=2)[CH:30]=[CH:29][CH:28]=1. (2) Given the product [NH2:29][C:25]1[CH:24]=[C:23]([C:21]2[N:20]=[CH:19][N:18]([C:16]([N:15]([CH:12]3[CH2:13][CH2:14][N:9]([C:6]4[CH:5]=[CH:4][C:3]([O:2][CH3:1])=[CH:8][CH:7]=4)[CH2:10][CH2:11]3)[CH3:32])=[O:17])[CH:22]=2)[CH:28]=[CH:27][CH:26]=1, predict the reactants needed to synthesize it. The reactants are: [CH3:1][O:2][C:3]1[CH:8]=[CH:7][C:6]([N:9]2[CH2:14][CH2:13][CH:12]([N:15]([CH3:32])[C:16]([N:18]3[CH:22]=[C:21]([C:23]4[CH:28]=[CH:27][CH:26]=[C:25]([N+:29]([O-])=O)[CH:24]=4)[N:20]=[CH:19]3)=[O:17])[CH2:11][CH2:10]2)=[CH:5][CH:4]=1. (3) Given the product [Cl:1][C:2]1[CH:3]=[C:4]([CH2:11][CH2:12][C:13]#[N:14])[CH:5]=[C:6]([CH:9]=[O:10])[C:7]=1[Cl:8], predict the reactants needed to synthesize it. The reactants are: [Cl:1][C:2]1[CH:3]=[C:4]([CH2:11][CH2:12][C:13]#[N:14])[CH:5]=[C:6]([CH2:9][OH:10])[C:7]=1[Cl:8].C(=O)(O)[O-].[Na+]. (4) Given the product [CH2:29]([N:32]1[CH2:37][CH2:36][O:35][C:34]2[CH:38]=[C:39]([CH3:51])[C:40]([C:15]3[N:10]4[N:9]=[C:8]([C:4]5[CH:5]=[CH:6][CH:7]=[C:2]([Br:1])[CH:3]=5)[CH:28]=[C:11]4[N:12]=[C:13]([CH3:27])[C:14]=3[C@H:17]([O:22][C:23]([CH3:26])([CH3:25])[CH3:24])[C:18]([O:20][CH3:21])=[O:19])=[CH:41][C:33]1=2)[CH:30]=[CH2:31], predict the reactants needed to synthesize it. The reactants are: [Br:1][C:2]1[CH:3]=[C:4]([C:8]2[CH:28]=[C:11]3[N:12]=[C:13]([CH3:27])[C:14]([C@H:17]([O:22][C:23]([CH3:26])([CH3:25])[CH3:24])[C:18]([O:20][CH3:21])=[O:19])=[C:15](I)[N:10]3[N:9]=2)[CH:5]=[CH:6][CH:7]=1.[CH2:29]([N:32]1[CH2:37][CH2:36][O:35][C:34]2[CH:38]=[C:39]([CH3:51])[C:40](B3OC(C)(C)C(C)(C)O3)=[CH:41][C:33]1=2)[CH:30]=[CH2:31].C([O-])([O-])=O.[Na+].[Na+].N#N.